From a dataset of CYP2D6 inhibition data for predicting drug metabolism from PubChem BioAssay. Regression/Classification. Given a drug SMILES string, predict its absorption, distribution, metabolism, or excretion properties. Task type varies by dataset: regression for continuous measurements (e.g., permeability, clearance, half-life) or binary classification for categorical outcomes (e.g., BBB penetration, CYP inhibition). Dataset: cyp2d6_veith. (1) The result is 0 (non-inhibitor). The molecule is O=C(/C=C/c1ccccc1Cl)NCCN1CCOCC1. (2) The compound is NCCc1nc(-c2nc(C(=O)O)cs2)cs1. The result is 0 (non-inhibitor).